From a dataset of Forward reaction prediction with 1.9M reactions from USPTO patents (1976-2016). Predict the product of the given reaction. (1) Given the reactants [C:1]([C:5]1[CH:10]=[CH:9][C:8]([NH2:11])=[CH:7][CH:6]=1)([CH3:4])([CH3:3])[CH3:2].C(OC([NH:19][CH2:20][C:21]1[CH:26]=[CH:25][C:24]([CH2:27][C@H:28]([NH:32][C:33]([O:35]CC2C3C=CC=CC=3C3C2=CC=CC=3)=O)[C:29]([OH:31])=O)=[CH:23][CH:22]=1)=O)(C)(C)C.[CH2:50]([O:57][C:58]1[CH:63]=[CH:62][C:61]([N:64]=C=O)=[CH:60][CH:59]=1)[C:51]1[CH:56]=[CH:55][CH:54]=[CH:53][CH:52]=1, predict the reaction product. The product is: [NH2:19][CH2:20][C:21]1[CH:22]=[CH:23][C:24]([CH2:27][C@H:28]([NH:32][C:33]([NH:64][C:61]2[CH:60]=[CH:59][C:58]([O:57][CH2:50][C:51]3[CH:52]=[CH:53][CH:54]=[CH:55][CH:56]=3)=[CH:63][CH:62]=2)=[O:35])[C:29]([NH:11][C:8]2[CH:7]=[CH:6][C:5]([C:1]([CH3:4])([CH3:2])[CH3:3])=[CH:10][CH:9]=2)=[O:31])=[CH:25][CH:26]=1. (2) Given the reactants [NH2:1][C:2]1[N:3]=[C:4]([CH:7]2[CH2:12][CH2:11][N:10]([C:13](=[O:25])[CH2:14][N:15]3[C:19]([CH3:20])=[CH:18][C:17]([C:21]([F:24])([F:23])[F:22])=[N:16]3)[CH2:9][CH2:8]2)[S:5][CH:6]=1.C(N(C(C)C)CC)(C)C.[CH:35]1([C:45](Cl)=[O:46])[C:44]2[C:39](=[CH:40][CH:41]=[CH:42][CH:43]=2)[CH2:38][CH2:37][CH2:36]1, predict the reaction product. The product is: [CH3:20][C:19]1[N:15]([CH2:14][C:13]([N:10]2[CH2:11][CH2:12][CH:7]([C:4]3[S:5][CH:6]=[C:2]([NH:1][C:45]([CH:35]4[C:44]5[C:39](=[CH:40][CH:41]=[CH:42][CH:43]=5)[CH2:38][CH2:37][CH2:36]4)=[O:46])[N:3]=3)[CH2:8][CH2:9]2)=[O:25])[N:16]=[C:17]([C:21]([F:24])([F:23])[F:22])[CH:18]=1.